The task is: Predict the reaction yield, written as a fraction of the theoretical maximum amount of product (1.0 means a 100% yield; for example, 0.34 means a 34% yield).. This data is from Reaction yield outcomes from USPTO patents with 853,638 reactions. (1) The reactants are C(OC(N1CC2C(COC3C=C4C(C(OC5C=CC=CC=5N[C:40]([NH:42][C:43](=[O:51])[CH2:44][C:45]5[CH:50]=[CH:49][CH:48]=[CH:47][CH:46]=5)=[S:41])=NC(F)=N4)=CC=3OC)CCC2C1)=O)C1C=CC=CC=1.C1(CC(Cl)=O)C=CC=CC=1.[CH2:64]([O:71][C:72]([N:74]1[CH2:78][CH:77]2[CH2:79][CH:80]([CH2:82][O:83][C:84]3[CH:93]=[C:92]4[C:87]([C:88]([O:94][C:95]5[CH:100]=[CH:99][C:98]([NH2:101])=[CH:97][C:96]=5[F:102])=[N:89][CH:90]=[N:91]4)=[CH:86][C:85]=3[O:103][CH3:104])[CH2:81][CH:76]2[CH2:75]1)=[O:73])[C:65]1[CH:70]=[CH:69][CH:68]=[CH:67][CH:66]=1.CCO. The catalyst is C1(C)C=CC=CC=1.CCOC(C)=O.C([S-])#N.[Ag+]. The product is [CH2:64]([O:71][C:72]([N:74]1[CH2:75][CH:76]2[CH2:81][CH:80]([CH2:82][O:83][C:84]3[CH:93]=[C:92]4[C:87]([C:88]([O:94][C:95]5[CH:100]=[CH:99][C:98]([NH:101][C:40]([NH:42][C:43](=[O:51])[CH2:44][C:45]6[CH:46]=[CH:47][CH:48]=[CH:49][CH:50]=6)=[S:41])=[CH:97][C:96]=5[F:102])=[N:89][CH:90]=[N:91]4)=[CH:86][C:85]=3[O:103][CH3:104])[CH2:79][CH:77]2[CH2:78]1)=[O:73])[C:65]1[CH:70]=[CH:69][CH:68]=[CH:67][CH:66]=1. The yield is 0.490. (2) The reactants are [C:1]([O:5][C:6]([C:8]1[C:9]([CH3:23])=[N:10][O:11][C:12]=1C1C=CC(C)=CC=1C(O)=O)=[O:7])([CH3:4])([CH3:3])[CH3:2].[C:24]([O:28][C:29](=[O:34])[CH2:30][C:31]([CH3:33])=O)(C)(C)C.[C:35](OC(=O)C(C(=O)C1C=CC(CC(O)=O)=CC=1)C(=O)C)(C)([CH3:37])[CH3:36].Cl.NO.C(O)C. The catalyst is O. The product is [C:1]([O:5][C:6]([C:8]1[C:9]([CH3:23])=[N:10][O:11][C:12]=1[C:36]1[CH:35]=[CH:37][C:30]([C:29]([O:28][CH3:24])=[O:34])=[CH:31][CH:33]=1)=[O:7])([CH3:2])([CH3:3])[CH3:4]. The yield is 0.640. (3) The reactants are [CH3:1][O:2][C:3](=[O:21])[C:4]1[CH:9]=[C:8]([C:10](=O)[CH3:11])[C:7]([C:13]([F:16])([F:15])[F:14])=[CH:6][C:5]=1[NH:17][C:18](=[O:20])[CH3:19].[CH2:22]([O:24][C:25](=[O:28])[NH:26][NH2:27])[CH3:23].CC1C=CC(S(N)(=O)=O)=CC=1. The catalyst is C1(C)C=CC=CC=1. The product is [CH3:1][O:2][C:3](=[O:21])[C:4]1[CH:9]=[C:8]([C:10](=[N:27][NH:26][C:25]([O:24][CH2:22][CH3:23])=[O:28])[CH3:11])[C:7]([C:13]([F:16])([F:15])[F:14])=[CH:6][C:5]=1[NH:17][C:18](=[O:20])[CH3:19]. The yield is 0.400. (4) The reactants are [N-:1]=[N+]=[N-].[Na+].[C:5]1(=[O:15])[C:14]2[C:9](=[CH:10][CH:11]=[CH:12][CH:13]=2)[CH:8]=[CH:7][CH2:6]1.[OH-].[Na+]. The catalyst is CS(O)(=O)=O. The product is [NH:1]1[C:14]2[CH:13]=[CH:12][CH:11]=[CH:10][C:9]=2[CH2:8][CH2:7][CH2:6][C:5]1=[O:15]. The yield is 0.850. (5) The reactants are [C:1]1([C:7]2[S:8][C:9]([C:18]([O:20]C)=O)=[C:10]([C:12]3[CH:17]=[CH:16][CH:15]=[CH:14][CH:13]=3)[N:11]=2)[CH:6]=[CH:5][CH:4]=[CH:3][CH:2]=1.[NH2:22][OH:23].[OH-].[K+]. The catalyst is CO.C1COCC1. The product is [OH:23][NH:22][C:18]([C:9]1[S:8][C:7]([C:1]2[CH:6]=[CH:5][CH:4]=[CH:3][CH:2]=2)=[N:11][C:10]=1[C:12]1[CH:17]=[CH:16][CH:15]=[CH:14][CH:13]=1)=[O:20]. The yield is 0.720. (6) The reactants are [NH2:1][CH2:2][C:3]([C:8]1[CH:13]=[CH:12][CH:11]=[CH:10][CH:9]=1)([OH:7])[CH2:4][CH2:5][CH3:6].[F:14][C:15]1[C:16]([C:34](O)=[O:35])=[N:17][CH:18]=[CH:19][C:20]=1[S:21][C:22]1[S:26][C:25]([NH:27][C:28]2[CH:33]=[CH:32][CH:31]=[CH:30][N:29]=2)=[N:24][CH:23]=1.CCN=C=NCCCN(C)C.C1C=CC2N(O)N=NC=2C=1.C(N(C(C)C)CC)(C)C. The catalyst is CN1C(=O)CCC1. The product is [F:14][C:15]1[C:16]([C:34]([NH:1][CH2:2][C:3]([OH:7])([C:8]2[CH:13]=[CH:12][CH:11]=[CH:10][CH:9]=2)[CH2:4][CH2:5][CH3:6])=[O:35])=[N:17][CH:18]=[CH:19][C:20]=1[S:21][C:22]1[S:26][C:25]([NH:27][C:28]2[CH:33]=[CH:32][CH:31]=[CH:30][N:29]=2)=[N:24][CH:23]=1. The yield is 0.360. (7) The reactants are [I:1][C:2]1[CH:3]=[C:4]([CH:6]=[CH:7][CH:8]=1)[NH2:5].[CH3:9][S:10](O[S:10]([CH3:9])(=[O:12])=[O:11])(=[O:12])=[O:11].NC1C=CC=CC=1. The catalyst is N1C=CC=CC=1. The product is [I:1][C:2]1[CH:3]=[C:4]([NH:5][S:10]([CH3:9])(=[O:12])=[O:11])[CH:6]=[CH:7][CH:8]=1. The yield is 0.890.